From a dataset of Catalyst prediction with 721,799 reactions and 888 catalyst types from USPTO. Predict which catalyst facilitates the given reaction. (1) Reactant: [CH:1]1([NH:8][CH2:9][CH:10]([N:12]([CH2:23][CH2:24][C:25]2[C:33]3[S:32][C:31](=[O:34])[NH:30][C:29]=3[C:28]([OH:35])=[CH:27][CH:26]=2)[C:13](=[O:22])[O:14][CH2:15][C:16]2[CH:21]=[CH:20][CH:19]=[CH:18][CH:17]=2)[CH3:11])[CH2:7][CH2:6][CH2:5][CH2:4][CH2:3][CH2:2]1.C(N(CC)CC)C.C[Si](Cl)(C)C.[C:48](Cl)(=[O:51])[CH:49]=[CH2:50]. Product: [C:48]([N:8]([CH:1]1[CH2:2][CH2:3][CH2:4][CH2:5][CH2:6][CH2:7]1)[CH2:9][CH:10]([N:12]([CH2:23][CH2:24][C:25]1[C:33]2[S:32][C:31](=[O:34])[NH:30][C:29]=2[C:28]([OH:35])=[CH:27][CH:26]=1)[C:13](=[O:22])[O:14][CH2:15][C:16]1[CH:21]=[CH:20][CH:19]=[CH:18][CH:17]=1)[CH3:11])(=[O:51])[CH:49]=[CH2:50]. The catalyst class is: 2. (2) Reactant: [CH3:1][O:2][C:3]1[CH:4]=[C:5]([CH2:11][C:12]([OH:14])=O)[CH:6]=[CH:7][C:8]=1[O:9][CH3:10].C(Cl)CCl.C(N(C(C)C)C(C)C)C.[CH2:28]([N:30]1[N:34]=[N:33][C:32]([C:35]2[S:39][C:38]([NH2:40])=[N:37][C:36]=2[C:41]2[CH:46]=[CH:45][CH:44]=[CH:43][CH:42]=2)=[N:31]1)[CH3:29]. Product: [CH3:1][O:2][C:3]1[CH:4]=[C:5]([CH2:11][C:12]([NH:40][C:38]2[S:39][C:35]([C:32]3[N:33]=[N:34][N:30]([CH2:28][CH3:29])[N:31]=3)=[C:36]([C:41]3[CH:42]=[CH:43][CH:44]=[CH:45][CH:46]=3)[N:37]=2)=[O:14])[CH:6]=[CH:7][C:8]=1[O:9][CH3:10]. The catalyst class is: 142. (3) Reactant: [H-].[Na+].[Cl:3][C:4]1[CH:9]=[CH:8][C:7]([CH:10]2[CH2:15][CH2:14][CH2:13][N:12]([C:16]([C:18]3[CH:19]=[N:20][NH:21][CH:22]=3)=[O:17])[CH2:11]2)=[C:6]([C:23]([F:26])([F:25])[F:24])[CH:5]=1.[CH3:27]I. Product: [Cl:3][C:4]1[CH:9]=[CH:8][C:7]([CH:10]2[CH2:15][CH2:14][CH2:13][N:12]([C:16]([C:18]3[CH:22]=[N:21][N:20]([CH3:27])[CH:19]=3)=[O:17])[CH2:11]2)=[C:6]([C:23]([F:26])([F:24])[F:25])[CH:5]=1. The catalyst class is: 3. (4) Reactant: [Cl:1][C:2]1[CH:19]=[C:18]([N+:20]([O-:22])=[O:21])[CH:17]=[C:16]([Cl:23])[C:3]=1[O:4][C:5]1[CH:6]=[CH:7][C:8]([O:14][CH3:15])=[C:9]([S:11]([OH:13])=[O:12])[CH:10]=1.[OH-].[Na+].[CH:26]1([CH2:29]Br)[CH2:28][CH2:27]1. Product: [Cl:1][C:2]1[CH:19]=[C:18]([N+:20]([O-:22])=[O:21])[CH:17]=[C:16]([Cl:23])[C:3]=1[O:4][C:5]1[CH:6]=[CH:7][C:8]([O:14][CH3:15])=[C:9]([S:11]([CH2:29][CH:26]2[CH2:28][CH2:27]2)(=[O:13])=[O:12])[CH:10]=1. The catalyst class is: 8. (5) Reactant: [CH3:1][O:2][C:3](=[O:12])[C:4]1[CH:9]=[C:8]([F:10])[CH:7]=[CH:6][C:5]=1[NH2:11].[Br:13][C:14]1[CH:15]=[C:16]([CH:19]=[CH:20][CH:21]=1)[CH:17]=O. Product: [CH3:1][O:2][C:3](=[O:12])[C:4]1[CH:9]=[C:8]([F:10])[CH:7]=[CH:6][C:5]=1[N:11]=[CH:17][C:16]1[CH:19]=[CH:20][CH:21]=[C:14]([Br:13])[CH:15]=1. The catalyst class is: 8. (6) Reactant: [Cl:1][C:2]1[S:3][CH:4]=[CH:5][N:6]=1.[Li]CCCC.CON(C)[C:15](=[O:17])[CH3:16]. Product: [Cl:1][C:2]1[S:3][C:4]([C:15](=[O:17])[CH3:16])=[CH:5][N:6]=1. The catalyst class is: 20.